This data is from NCI-60 drug combinations with 297,098 pairs across 59 cell lines. The task is: Regression. Given two drug SMILES strings and cell line genomic features, predict the synergy score measuring deviation from expected non-interaction effect. (1) Drug 1: C1=CN(C(=O)N=C1N)C2C(C(C(O2)CO)O)O.Cl. Drug 2: CCCCCOC(=O)NC1=NC(=O)N(C=C1F)C2C(C(C(O2)C)O)O. Cell line: A549. Synergy scores: CSS=32.8, Synergy_ZIP=2.91, Synergy_Bliss=4.03, Synergy_Loewe=-18.8, Synergy_HSA=0.00203. (2) Drug 1: C1=C(C(=O)NC(=O)N1)N(CCCl)CCCl. Drug 2: C1=NNC2=C1C(=O)NC=N2. Cell line: HCT116. Synergy scores: CSS=35.2, Synergy_ZIP=0.444, Synergy_Bliss=2.43, Synergy_Loewe=-18.8, Synergy_HSA=3.22. (3) Drug 1: C1CC(C1)(C(=O)O)C(=O)O.[NH2-].[NH2-].[Pt+2]. Drug 2: C(CC(=O)O)C(=O)CN.Cl. Cell line: HCT116. Synergy scores: CSS=5.42, Synergy_ZIP=4.60, Synergy_Bliss=14.3, Synergy_Loewe=3.32, Synergy_HSA=5.93. (4) Drug 1: CS(=O)(=O)C1=CC(=C(C=C1)C(=O)NC2=CC(=C(C=C2)Cl)C3=CC=CC=N3)Cl. Drug 2: CC1=C(C(=CC=C1)Cl)NC(=O)C2=CN=C(S2)NC3=CC(=NC(=N3)C)N4CCN(CC4)CCO. Cell line: K-562. Synergy scores: CSS=93.9, Synergy_ZIP=18.0, Synergy_Bliss=16.1, Synergy_Loewe=-3.70, Synergy_HSA=18.3. (5) Drug 1: CN1C(=O)N2C=NC(=C2N=N1)C(=O)N. Drug 2: CN(CCCl)CCCl.Cl. Cell line: NCI-H322M. Synergy scores: CSS=-2.57, Synergy_ZIP=1.77, Synergy_Bliss=-0.213, Synergy_Loewe=-2.43, Synergy_HSA=-3.54.